From a dataset of Full USPTO retrosynthesis dataset with 1.9M reactions from patents (1976-2016). Predict the reactants needed to synthesize the given product. (1) Given the product [C:15]12([CH2:25][S:26]([OH:29])(=[O:27])=[O:28])[C:22]([CH3:24])([CH3:23])[CH:19]([CH2:20][CH2:21]1)[CH2:18][C:16]2=[O:17].[Br:1][C:2]1[CH:14]=[CH:13][C:5]([O:6][C@@H:7]2[CH2:11][O:10][CH2:9][C@@H:8]2[NH2:12])=[CH:4][CH:3]=1, predict the reactants needed to synthesize it. The reactants are: [Br:1][C:2]1[CH:14]=[CH:13][C:5]([O:6][C@H:7]2[CH2:11][O:10][CH2:9][C@H:8]2[NH2:12])=[CH:4][CH:3]=1.[C@:15]12([CH2:25][S:26]([OH:29])(=[O:28])=[O:27])[C:22]([CH3:24])([CH3:23])[CH:19]([CH2:20][CH2:21]1)[CH2:18][C:16]2=[O:17].O. (2) Given the product [CH2:24]([O:26][C:7]1[CH:8]=[C:9]([O:16][C:17]2[CH:21]=[C:20]([CH3:22])[NH:19][N:18]=2)[CH:10]=[CH:11][C:12]=1[N+:13]([O-:15])=[O:14])[CH3:25], predict the reactants needed to synthesize it. The reactants are: C(=O)([O-])O.[K+].F[C:7]1[CH:8]=[C:9]([O:16][C:17]2[CH:21]=[C:20]([CH3:22])[NH:19][N:18]=2)[CH:10]=[CH:11][C:12]=1[N+:13]([O-:15])=[O:14].O.[CH2:24]([OH:26])[CH3:25]. (3) Given the product [Cl:1][C:2]1[CH:3]=[C:4]2[C:8](=[CH:9][CH:10]=1)[NH:7][CH:6]=[C:5]2[CH2:11][CH2:12][NH:13][C:14]([C:15]1[CH:20]=[CH:19][C:18]([C:29]2[CH:28]=[CH:27][CH:26]=[C:25]([C:24]([F:35])([F:34])[F:23])[CH:30]=2)=[CH:17][CH:16]=1)=[O:22], predict the reactants needed to synthesize it. The reactants are: [Cl:1][C:2]1[CH:3]=[C:4]2[C:8](=[CH:9][CH:10]=1)[NH:7][CH:6]=[C:5]2[CH2:11][CH2:12][NH:13][C:14](=[O:22])[C:15]1[CH:20]=[CH:19][C:18](I)=[CH:17][CH:16]=1.[F:23][C:24]([F:35])([F:34])[C:25]1[CH:26]=[C:27](B(O)O)[CH:28]=[CH:29][CH:30]=1.C(=O)([O-])[O-].[Na+].[Na+].